The task is: Regression. Given two drug SMILES strings and cell line genomic features, predict the synergy score measuring deviation from expected non-interaction effect.. This data is from NCI-60 drug combinations with 297,098 pairs across 59 cell lines. Drug 1: C1=CN(C=N1)CC(O)(P(=O)(O)O)P(=O)(O)O. Drug 2: C(CN)CNCCSP(=O)(O)O. Cell line: SK-MEL-5. Synergy scores: CSS=5.33, Synergy_ZIP=-2.05, Synergy_Bliss=0.368, Synergy_Loewe=-0.151, Synergy_HSA=0.708.